The task is: Predict which catalyst facilitates the given reaction.. This data is from Catalyst prediction with 721,799 reactions and 888 catalyst types from USPTO. (1) Reactant: [N:1]1([C:7]2[C:8]3[N:16]=[CH:15][C:14]([Cl:17])=[CH:13][C:9]=3[N:10]=[CH:11][N:12]=2)[CH2:6][CH2:5][NH:4][CH2:3][CH2:2]1.[Cl:18][C:19]1[CH:20]=[C:21]([N:25]=[C:26]=[O:27])[CH:22]=[CH:23][CH:24]=1. Product: [Cl:18][C:19]1[CH:20]=[C:21]([NH:25][C:26]([CH:2]2[CH2:3][NH:4][CH2:5][CH2:6][N:1]2[C:7]2[C:8]3[N:16]=[CH:15][C:14]([Cl:17])=[CH:13][C:9]=3[N:10]=[CH:11][N:12]=2)=[O:27])[CH:22]=[CH:23][CH:24]=1. The catalyst class is: 4. (2) Reactant: [C:1]([C:5]1[CH:6]=[C:7]([NH2:18])[N:8]([C:10]2[CH:15]=[CH:14][C:13]([O:16]C)=[CH:12][CH:11]=2)[N:9]=1)([CH3:4])([CH3:3])[CH3:2].[Cl-].[Cl-].[Cl-].[Al+3].C(OCC)(=O)C. Product: [NH2:18][C:7]1[N:8]([C:10]2[CH:15]=[CH:14][C:13]([OH:16])=[CH:12][CH:11]=2)[N:9]=[C:5]([C:1]([CH3:4])([CH3:3])[CH3:2])[CH:6]=1. The catalyst class is: 2. (3) Reactant: CCN(C(C)C)C(C)C.[C:10]([Cl:13])(Cl)=[O:11].[CH2:14]([NH:20][CH3:21])[CH2:15][CH2:16][CH2:17][CH2:18][CH3:19]. Product: [CH2:14]([N:20]([CH3:21])[C:10]([Cl:13])=[O:11])[CH2:15][CH2:16][CH2:17][CH2:18][CH3:19]. The catalyst class is: 27. (4) Reactant: [C@@H:1]([C@@H:5]1[C:10](=[O:11])[NH:9][C:8]2[CH:12]=[C:13]([CH3:17])[CH:14]=[C:15]([CH3:16])[C:7]=2[O:6]1)([CH2:3][CH3:4])[CH3:2].C(=O)([O-])[O-].[K+].[K+].[C:24]([O:28][CH3:29])(=[O:27])[CH:25]=[CH2:26].C(O)(=O)CC(CC(O)=O)(C(O)=O)O. Product: [CH3:29][O:28][C:24](=[O:27])[CH2:25][CH2:26][N:9]1[C:8]2[CH:12]=[C:13]([CH3:17])[CH:14]=[C:15]([CH3:16])[C:7]=2[O:6][C@H:5]([C@H:1]([CH2:3][CH3:4])[CH3:2])[C:10]1=[O:11]. The catalyst class is: 9. (5) Reactant: C([O:8][CH:9]1[CH2:12][CH:11]([NH:13][C:14](=[O:20])[O:15][C:16]([CH3:19])([CH3:18])[CH3:17])[CH2:10]1)C1C=CC=CC=1.[H][H]. Product: [OH:8][CH:9]1[CH2:10][CH:11]([NH:13][C:14](=[O:20])[O:15][C:16]([CH3:18])([CH3:17])[CH3:19])[CH2:12]1. The catalyst class is: 293. (6) Reactant: [F:1][C:2]1[CH:7]=[CH:6][C:5]([C:8]([F:11])([F:10])[F:9])=[CH:4][C:3]=1[N:12]=[C:13]=[O:14].[CH:15]1([CH2:20][CH2:21][C:22]([NH:24][C:25]2[NH:26][CH:27]=[C:28]([C:33]3[CH:38]=[CH:37][C:36]([NH2:39])=[CH:35][CH:34]=3)[C:29]=2[C:30]([NH2:32])=[O:31])=[O:23])[CH2:19][CH2:18][CH2:17][CH2:16]1. Product: [CH:15]1([CH2:20][CH2:21][C:22]([NH:24][C:25]2[NH:26][CH:27]=[C:28]([C:33]3[CH:34]=[CH:35][C:36]([NH:39][C:13]([NH:12][C:3]4[CH:4]=[C:5]([C:8]([F:11])([F:10])[F:9])[CH:6]=[CH:7][C:2]=4[F:1])=[O:14])=[CH:37][CH:38]=3)[C:29]=2[C:30]([NH2:32])=[O:31])=[O:23])[CH2:19][CH2:18][CH2:17][CH2:16]1. The catalyst class is: 7. (7) Reactant: [N+:1]([C:4]1[CH:5]=[C:6]([OH:10])[CH:7]=[CH:8][CH:9]=1)([O-:3])=[O:2].CN(C=O)C.C(=O)([O-])[O-].[Na+].[Na+].[CH3:22][O:23][C:24](=[O:27])[CH2:25]Cl. Product: [CH3:22][O:23][C:24](=[O:27])[CH2:25][O:10][C:6]1[CH:7]=[CH:8][CH:9]=[C:4]([N+:1]([O-:3])=[O:2])[CH:5]=1. The catalyst class is: 6.